Dataset: Full USPTO retrosynthesis dataset with 1.9M reactions from patents (1976-2016). Task: Predict the reactants needed to synthesize the given product. (1) Given the product [CH2:12]([N:11]([CH3:10])[C:42]([C:41]1[CH:40]=[C:39]([C:36]2[CH:37]=[CH:38][C:28]3[O:27][C:26]([C:23]4[CH:24]=[CH:25][C:20]([F:19])=[CH:21][CH:22]=4)=[C:30]([C:31]([NH:32][CH3:33])=[O:34])[C:29]=3[CH:35]=2)[CH:47]=[CH:46][CH:45]=1)=[O:43])[C:13]1[CH:18]=[CH:17][CH:16]=[CH:15][CH:14]=1, predict the reactants needed to synthesize it. The reactants are: CCN(C(C)C)C(C)C.[CH3:10][NH:11][CH2:12][C:13]1[CH:18]=[CH:17][CH:16]=[CH:15][CH:14]=1.[F:19][C:20]1[CH:25]=[CH:24][C:23]([C:26]2[O:27][C:28]3[CH:38]=[CH:37][C:36]([C:39]4[CH:40]=[C:41]([CH:45]=[CH:46][CH:47]=4)[C:42](O)=[O:43])=[CH:35][C:29]=3[C:30]=2[C:31](=[O:34])[NH:32][CH3:33])=[CH:22][CH:21]=1.CN(C(ON1N=NC2C=CC=NC1=2)=[N+](C)C)C.F[P-](F)(F)(F)(F)F. (2) Given the product [CH2:1]([C:3]1[CH:8]=[C:7]([CH3:9])[CH:6]=[C:5]([CH2:10][CH3:11])[C:4]=1[C:12](=[O:24])[C:13]([N:15]([CH3:25])[N:16]=[CH:17][C:18]1[CH:19]=[CH:20][CH:21]=[CH:22][CH:23]=1)=[O:14])[CH3:2].[CH2:1]([C:3]1[CH:8]=[C:7]([CH3:9])[CH:6]=[C:5]([CH2:10][CH3:11])[C:4]=1[C:12](=[O:24])[C:13](=[N:15][N:16]=[CH:17][C:18]1[CH:19]=[CH:20][CH:21]=[CH:22][CH:23]=1)[O:14][CH3:29])[CH3:2], predict the reactants needed to synthesize it. The reactants are: [CH2:1]([C:3]1[CH:8]=[C:7]([CH3:9])[CH:6]=[C:5]([CH2:10][CH3:11])[C:4]=1[C:12](=[O:24])[C:13]([NH:15][N:16]=[CH:17][C:18]1[CH:23]=[CH:22][CH:21]=[CH:20][CH:19]=1)=[O:14])[CH3:2].[CH3:25]C(C)=O.[C:29](=O)([O-])[O-].[K+].[K+].S(OC)(OC)(=O)=O. (3) Given the product [Cl:1][C:2]1[N:7]=[C:6]([C:8]#[C:9][C:10]([CH3:11])([CH3:13])[CH3:12])[C:5]([NH:14][C:21](=[O:25])[CH2:22][CH2:23][CH3:24])=[CH:4][CH:3]=1, predict the reactants needed to synthesize it. The reactants are: [Cl:1][C:2]1[N:7]=[C:6]([C:8]#[C:9][C:10]([CH3:13])([CH3:12])[CH3:11])[C:5]([NH2:14])=[CH:4][CH:3]=1.N1C=CC=CC=1.[C:21](Cl)(=[O:25])[CH2:22][CH2:23][CH3:24].O. (4) Given the product [CH3:19][O:18][C:14]1[CH:13]=[C:12]([C:4]2([CH2:1][CH2:2][CH3:3])[O:9][CH2:8][CH2:7][N:6]([CH3:10])[C:5]2=[O:11])[CH:17]=[CH:16][CH:15]=1, predict the reactants needed to synthesize it. The reactants are: [CH2:1]([C:4]1([C:12]2[CH:17]=[CH:16][CH:15]=[C:14]([O:18][CH3:19])[CH:13]=2)[O:9][CH2:8][CH2:7][N:6]([CH3:10])[C:5]1=[O:11])[CH:2]=[CH2:3]. (5) Given the product [C:34]([OH:41])(=[O:40])/[CH:35]=[CH:36]\[C:37]([OH:39])=[O:38].[CH:1]1([NH:8][C:9]2[N:14]=[C:13]([NH:15][C:16]3[CH:21]=[CH:20][C:19]([O:22][CH3:23])=[C:18]([F:24])[CH:17]=3)[N:12]=[C:11]([N:25]([CH3:34])[CH:26]3[CH2:27][CH2:28][N:29]([CH3:32])[CH2:30][CH2:31]3)[N:10]=2)[CH2:7][CH2:6][CH2:5][CH2:4][CH2:3][CH2:2]1, predict the reactants needed to synthesize it. The reactants are: [CH:1]1([N:8](C)[C:9]2[N:14]=[C:13]([NH:15][C:16]3[CH:21]=[CH:20][C:19]([O:22][CH3:23])=[C:18]([F:24])[CH:17]=3)[N:12]=[C:11]([NH:25][CH:26]3[CH2:31][CH2:30][N:29]([CH3:32])[CH2:28][CH2:27]3)[N:10]=2)[CH2:7][CH2:6][CH2:5][CH2:4][CH2:3][CH2:2]1.[C:34]([OH:41])(=[O:40])/[CH:35]=[CH:36]\[C:37]([OH:39])=[O:38]. (6) Given the product [CH3:1][C:2]1[N:7]=[C:6]([S:8][CH2:19][C:20]2[CH:25]=[CH:24][N:23]=[CH:22][CH:21]=2)[N:5]=[C:4]([OH:9])[CH:3]=1, predict the reactants needed to synthesize it. The reactants are: [CH3:1][C:2]1[N:7]=[C:6]([SH:8])[N:5]=[C:4]([OH:9])[CH:3]=1.C(N(CC)CC)C.[Br-].Br[CH2:19][C:20]1[CH:25]=[CH:24][NH+:23]=[CH:22][CH:21]=1. (7) Given the product [NH2:28][CH2:27][C@@H:24]1[CH2:25][CH2:26][N:22]([C:3]2[C:2]([C:41]3[CH:42]=[N:43][C:38]([O:37][CH3:36])=[CH:39][CH:40]=3)=[CH:7][C:6]([C:8]([NH:9][C:10]3[CH:15]=[CH:14][C:13]([O:16][C:17]([F:19])([F:20])[F:18])=[CH:12][CH:11]=3)=[O:21])=[CH:5][N:4]=2)[CH2:23]1, predict the reactants needed to synthesize it. The reactants are: Br[C:2]1[C:3]([N:22]2[CH2:26][CH2:25][C@@H:24]([CH2:27][NH:28]C(=O)OC(C)(C)C)[CH2:23]2)=[N:4][CH:5]=[C:6]([C:8](=[O:21])[NH:9][C:10]2[CH:15]=[CH:14][C:13]([O:16][C:17]([F:20])([F:19])[F:18])=[CH:12][CH:11]=2)[CH:7]=1.[CH3:36][O:37][C:38]1[N:43]=[CH:42][C:41](B(O)O)=[CH:40][CH:39]=1. (8) Given the product [F:20][C:21]1[CH:29]=[CH:28][C:24]([C:25]([N:3]2[CH2:8][CH2:7][CH2:6][CH:5]([C:9]3[N:13]=[C:12]([C:14]4[CH:19]=[CH:18][N:17]=[CH:16][CH:15]=4)[O:11][N:10]=3)[CH2:4]2)=[O:26])=[CH:23][CH:22]=1, predict the reactants needed to synthesize it. The reactants are: Cl.Cl.[NH:3]1[CH2:8][CH2:7][CH2:6][CH:5]([C:9]2[N:13]=[C:12]([C:14]3[CH:19]=[CH:18][N:17]=[CH:16][CH:15]=3)[O:11][N:10]=2)[CH2:4]1.[F:20][C:21]1[CH:29]=[CH:28][C:24]([C:25](Cl)=[O:26])=[CH:23][CH:22]=1. (9) Given the product [N:20]1[CH:19]=[CH:15][CH:16]=[CH:12][C:13]=1[S:10][C:7]1[CH:8]=[CH:9][C:4]([NH2:1])=[CH:5][CH:6]=1, predict the reactants needed to synthesize it. The reactants are: [N+:1]([C:4]1[CH:9]=[CH:8][C:7]([SH:10])=[CH:6][CH:5]=1)([O-])=O.Br[C:12]1[CH:16]=[CH:15]S[CH:13]=1.[OH-].[K+].[CH3:19][N:20](C=O)C.